From a dataset of Forward reaction prediction with 1.9M reactions from USPTO patents (1976-2016). Predict the product of the given reaction. (1) The product is: [F:21][C:19]1([F:22])[O:18][C:17]2[CH:23]=[CH:24][C:14]([C:11]3([C:9]([NH:8][C:6]4[N:7]=[C:2]([C:35]5[CH:36]=[N:37][C:28]([O:27][CH3:26])=[C:29]([C:30]([O:32][CH3:33])=[O:31])[CH:34]=5)[C:3]([CH3:25])=[CH:4][CH:5]=4)=[O:10])[CH2:13][CH2:12]3)=[CH:15][C:16]=2[O:20]1. Given the reactants Cl[C:2]1[N:7]=[C:6]([NH:8][C:9]([C:11]2([C:14]3[CH:24]=[CH:23][C:17]4[O:18][C:19]([F:22])([F:21])[O:20][C:16]=4[CH:15]=3)[CH2:13][CH2:12]2)=[O:10])[CH:5]=[CH:4][C:3]=1[CH3:25].[CH3:26][O:27][C:28]1[N:37]=[CH:36][C:35](B2OC(C)(C)C(C)(C)O2)=[CH:34][C:29]=1[C:30]([O:32][CH3:33])=[O:31].C(=O)([O-])[O-].[Na+].[Na+], predict the reaction product. (2) Given the reactants [C:1]([C:3]([C:6]1[C:14]2[C:9](=[CH:10][C:11]([F:15])=[CH:12][CH:13]=2)[N:8](C(OCCCC)=O)[CH:7]=1)([CH3:5])[CH3:4])#[N:2].FC(F)(F)C(O)=O, predict the reaction product. The product is: [F:15][C:11]1[CH:10]=[C:9]2[C:14]([C:6]([C:3]([CH3:5])([CH3:4])[C:1]#[N:2])=[CH:7][NH:8]2)=[CH:13][CH:12]=1. (3) Given the reactants CN(C(ON1N=NC2C=CC=NC1=2)=[N+](C)C)C.F[P-](F)(F)(F)(F)F.[O:25]=[C:26]1[CH2:29][CH:28]([C:30]([OH:32])=O)[CH2:27]1.N(CC)(CCC)CCC.O[N:43]=[C:44]([C:46]1[CH:47]=[CH:48][C:49]([CH3:64])=[C:50]([NH:52][C:53]([C:55]2[N:59]3[CH:60]=[CH:61][CH:62]=[CH:63][C:58]3=[N:57][CH:56]=2)=[O:54])[CH:51]=1)[NH2:45], predict the reaction product. The product is: [CH3:64][C:49]1[CH:48]=[CH:47][C:46]([C:44]2[N:43]=[C:30]([CH:28]3[CH2:27][C:26](=[O:25])[CH2:29]3)[O:32][N:45]=2)=[CH:51][C:50]=1[NH:52][C:53]([C:55]1[N:59]2[CH:60]=[CH:61][CH:62]=[CH:63][C:58]2=[N:57][CH:56]=1)=[O:54].